This data is from CYP2C19 inhibition data for predicting drug metabolism from PubChem BioAssay. The task is: Regression/Classification. Given a drug SMILES string, predict its absorption, distribution, metabolism, or excretion properties. Task type varies by dataset: regression for continuous measurements (e.g., permeability, clearance, half-life) or binary classification for categorical outcomes (e.g., BBB penetration, CYP inhibition). Dataset: cyp2c19_veith. (1) The drug is NCCCCN. The result is 0 (non-inhibitor). (2) The molecule is Cc1cc(C)n(-c2nc(NCC(C)O)c3c4c(sc3n2)COC(C)(C)C4)n1. The result is 0 (non-inhibitor). (3) The molecule is C[C@@H](C(=O)Nc1ccc2ccccc2c1)[C@@H]1C[C@@]1(C)[C@@H](NC(=O)Oc1ccc(F)cc1)c1ccccc1. The result is 0 (non-inhibitor). (4) The drug is CCC/C=C(\CCC)C(NC(=O)c1ccc(C(F)(F)F)cc1)c1ccccc1. The result is 1 (inhibitor).